From a dataset of Catalyst prediction with 721,799 reactions and 888 catalyst types from USPTO. Predict which catalyst facilitates the given reaction. (1) Reactant: [CH3:1][C:2]1[N:7]2N=N[N:10]=[C:6]2[C:5]2[N:11]=[C:12]([CH2:29][CH2:30][CH3:31])[N:13]([CH2:14][CH2:15][CH2:16][S:17]([C:20]3[CH:28]=[CH:27][C:23]([C:24](Cl)=[O:25])=[CH:22][CH:21]=3)(=[O:19])=[O:18])[C:4]=2[C:3]=1[CH3:32].[CH3:33][NH:34][CH2:35][CH2:36][CH2:37][CH3:38].N1CCOCC1. Product: [NH2:10][C:6]1[C:5]2[N:11]=[C:12]([CH2:29][CH2:30][CH3:31])[N:13]([CH2:14][CH2:15][CH2:16][S:17]([C:20]3[CH:28]=[CH:27][C:23]([C:24]([N:34]([CH2:35][CH2:36][CH2:37][CH3:38])[CH3:33])=[O:25])=[CH:22][CH:21]=3)(=[O:19])=[O:18])[C:4]=2[C:3]([CH3:32])=[C:2]([CH3:1])[N:7]=1. The catalyst class is: 4. (2) Reactant: [C:1]([O:4][CH2:5][C:6]1[C:7]([N:13]2[CH2:24][CH2:23][C:22]3[C:21]4[CH2:20][C:19]([CH3:26])([CH3:25])[CH2:18][C:17]=4[S:16][C:15]=3[C:14]2=[O:27])=[N:8][CH:9]=[CH:10][C:11]=1Cl)(=[O:3])[CH3:2].[CH3:28][C:29]1([CH3:45])[C:33]([CH3:35])([CH3:34])[O:32][B:31]([B:31]2[O:32][C:33]([CH3:35])([CH3:34])[C:29]([CH3:45])([CH3:28])[O:30]2)[O:30]1.CC(C1C=C(C(C)C)C(C2C=CC=CC=2P(C2CCCCC2)C2CCCCC2)=C(C(C)C)C=1)C.C([O-])(=O)C.[K+]. Product: [C:1]([O:4][CH2:5][C:6]1[C:7]([N:13]2[CH2:24][CH2:23][C:22]3[C:21]4[CH2:20][C:19]([CH3:26])([CH3:25])[CH2:18][C:17]=4[S:16][C:15]=3[C:14]2=[O:27])=[N:8][CH:9]=[CH:10][C:11]=1[B:31]1[O:32][C:33]([CH3:35])([CH3:34])[C:29]([CH3:45])([CH3:28])[O:30]1)(=[O:3])[CH3:2]. The catalyst class is: 294. (3) Reactant: [C:1]([C:5]1[C:6](=[O:15])[NH:7][C:8]2[C:13]([CH:14]=1)=[CH:12][CH:11]=[CH:10][CH:9]=2)([CH3:4])([CH3:3])[CH3:2].Br[CH2:17][CH2:18][C:19]([CH3:22])(C)[CH3:20].[C:23](=O)([O-])[O-:24].[Cs+].[Cs+]. Product: [C:1]([C:5]1[C:6](=[O:15])[N:7]([CH2:17][CH2:18][CH:19]([CH3:22])[CH3:20])[C:8]2[C:13]([CH:14]=1)=[CH:12][CH:11]=[C:10]([O:24][CH3:23])[CH:9]=2)([CH3:4])([CH3:2])[CH3:3]. The catalyst class is: 3.